From a dataset of Full USPTO retrosynthesis dataset with 1.9M reactions from patents (1976-2016). Predict the reactants needed to synthesize the given product. (1) Given the product [C:1]([C:5]1[N:10]=[C:9]([N:11]2[CH2:16][CH2:15][N:14]([CH2:17][CH2:18][CH2:19][CH2:20][NH:21][C:31]([N:33]3[CH2:34][CH2:35][CH2:51][CH:45]([C:39]4[CH:44]=[CH:43][CH:42]=[CH:41][CH:40]=4)[CH2:46][CH2:37]3)=[O:32])[CH2:13][CH2:12]2)[CH:8]=[C:7]([C:22]([F:24])([F:25])[F:23])[N:6]=1)([CH3:4])([CH3:2])[CH3:3], predict the reactants needed to synthesize it. The reactants are: [C:1]([C:5]1[N:10]=[C:9]([N:11]2[CH2:16][CH2:15][N:14]([CH2:17][CH2:18][CH2:19][CH2:20][NH2:21])[CH2:13][CH2:12]2)[CH:8]=[C:7]([C:22]([F:25])([F:24])[F:23])[N:6]=1)([CH3:4])([CH3:3])[CH3:2].C1N=CN([C:31]([N:33]2[CH:37]=N[CH:35]=[CH:34]2)=[O:32])C=1.Cl.[C:39]1([CH:45]2[CH2:51]CCNC[CH2:46]2)[CH:44]=[CH:43][CH:42]=[CH:41][CH:40]=1. (2) Given the product [Cl:1][C:2]1[CH:7]=[CH:6][C:5](/[CH:8]=[CH:9]/[C:10]([N:12]2[CH2:17][CH2:16][CH:15]([C:18]3[O:19][C:32]([CH2:31][C:30]([F:36])([F:35])[F:29])=[N:21][N:20]=3)[CH2:14][CH2:13]2)=[O:11])=[C:4]([CH2:22][N:23]2[N:27]=[N:26][C:25]([CH3:28])=[N:24]2)[CH:3]=1, predict the reactants needed to synthesize it. The reactants are: [Cl:1][C:2]1[CH:7]=[CH:6][C:5](/[CH:8]=[CH:9]/[C:10]([N:12]2[CH2:17][CH2:16][CH:15]([C:18]([NH:20][NH2:21])=[O:19])[CH2:14][CH2:13]2)=[O:11])=[C:4]([CH2:22][N:23]2[N:27]=[N:26][C:25]([CH3:28])=[N:24]2)[CH:3]=1.[F:29][C:30]([F:36])([F:35])[CH2:31][C:32](O)=O.